Dataset: Forward reaction prediction with 1.9M reactions from USPTO patents (1976-2016). Task: Predict the product of the given reaction. (1) Given the reactants O.[Cl:2][C:3]1[N:8]=[CH:7][C:6]([CH2:9][NH2:10])=[CH:5][CH:4]=1.[CH2:11]1[C:16](=[O:17])[O:15][CH2:14][C:12]1=O.C1(C)C=CC(S(O)(=O)=O)=CC=1, predict the reaction product. The product is: [Cl:2][C:3]1[N:8]=[CH:7][C:6]([CH2:9][NH:10][C:12]2[CH2:14][O:15][C:16](=[O:17])[CH:11]=2)=[CH:5][CH:4]=1. (2) Given the reactants [NH:1]([C:10]([O:12][CH2:13][C:14]1[CH:19]=[CH:18][CH:17]=[CH:16][CH:15]=1)=[O:11])[C@H:2]([C:7](F)=[O:8])[CH2:3][CH:4]([CH3:6])[CH3:5].[OH:20][C@H:21]1[CH2:25][N:24]([C:26]([C:28]2[CH:33]=[CH:32][CH:31]=[CH:30][CH:29]=2)=[O:27])[C@@H:23]2[CH2:34][CH2:35][NH:36][C@H:22]12, predict the reaction product. The product is: [CH2:13]([O:12][C:10](=[O:11])[NH:1][C@H:2]([C:7]([N:36]1[CH2:35][CH2:34][C@H:23]2[N:24]([C:26](=[O:27])[C:28]3[CH:29]=[CH:30][CH:31]=[CH:32][CH:33]=3)[CH2:25][C@H:21]([OH:20])[C@@H:22]12)=[O:8])[CH2:3][CH:4]([CH3:6])[CH3:5])[C:14]1[CH:19]=[CH:18][CH:17]=[CH:16][CH:15]=1. (3) Given the reactants C1(P(C2C=CC=CC=2)C2C=CC=CC=2)C=CC=CC=1.[C:20]([Cl:24])(Cl)(Cl)[Cl:21].[CH3:25][O:26][CH2:27][O:28][C:29]1[C:30]([CH3:44])=[C:31]2[C:36](=[C:37]([CH3:40])[C:38]=1[CH3:39])[O:35][C:34]([CH3:43])([CH:41]=O)[CH2:33][CH2:32]2, predict the reaction product. The product is: [Cl:21][C:20]([Cl:24])=[CH:41][C:34]1([CH3:43])[CH2:33][CH2:32][C:31]2[C:36](=[C:37]([CH3:40])[C:38]([CH3:39])=[C:29]([O:28][CH2:27][O:26][CH3:25])[C:30]=2[CH3:44])[O:35]1. (4) The product is: [Cl:30][C:10]1[CH:11]=[C:12]([CH:28]=[CH:29][C:9]=1[OH:8])[CH2:13][N:14]([N:23]1[CH:24]=[N:25][N:26]=[CH:27]1)[C:15]1[CH:16]=[CH:17][C:18]([C:19]#[N:20])=[CH:21][CH:22]=1. Given the reactants C([O:8][C:9]1[CH:29]=[CH:28][C:12]([CH2:13][N:14]([N:23]2[CH:27]=[N:26][N:25]=[CH:24]2)[C:15]2[CH:22]=[CH:21][C:18]([C:19]#[N:20])=[CH:17][CH:16]=2)=[CH:11][C:10]=1[Cl:30])C1C=CC=CC=1, predict the reaction product. (5) Given the reactants O[CH:2]1[C:10]2[C:5](=[CH:6][C:7]([O:11][CH3:12])=[CH:8][CH:9]=2)[C:4](=[O:13])O1.Cl.[NH2:15][CH2:16][C@H:17]1[CH2:22][CH2:21][C@H:20]([C:23]([O:25][CH3:26])=[O:24])[CH2:19][CH2:18]1.CCN(C(C)C)C(C)C.[BH-](OC(C)=O)(OC(C)=O)OC(C)=O.[Na+], predict the reaction product. The product is: [CH3:12][O:11][C:7]1[CH:6]=[C:5]2[C:10]([CH2:2][N:15]([CH2:16][C@H:17]3[CH2:18][CH2:19][C@H:20]([C:23]([O:25][CH3:26])=[O:24])[CH2:21][CH2:22]3)[C:4]2=[O:13])=[CH:9][CH:8]=1. (6) Given the reactants [N:1]1([C:7]2[CH:15]=[CH:14][C:13]([N+:16]([O-:18])=[O:17])=[CH:12][C:8]=2[C:9](Cl)=[O:10])[CH2:6][CH2:5][O:4][CH2:3][CH2:2]1.[C:19]1([C:25]2[CH2:26][CH2:27][NH:28][CH2:29][CH:30]=2)[CH:24]=[CH:23][CH:22]=[CH:21][CH:20]=1.CCN(CC)CC, predict the reaction product. The product is: [N:1]1([C:7]2[CH:15]=[CH:14][C:13]([N+:16]([O-:18])=[O:17])=[CH:12][C:8]=2[C:9]([N:28]2[CH2:27][CH:26]=[C:25]([C:19]3[CH:24]=[CH:23][CH:22]=[CH:21][CH:20]=3)[CH2:30][CH2:29]2)=[O:10])[CH2:6][CH2:5][O:4][CH2:3][CH2:2]1. (7) Given the reactants [ClH:1].[CH3:2][C:3]1([CH3:29])[CH2:12][C:11]2[C:6](=[C:7]3[CH2:20][C:19]([CH3:22])([CH3:21])[O:18][C:8]3=[C:9]([O:13][CH2:14][C:15]([OH:17])=O)[CH:10]=2)[C:5]([C:23]2[CH:28]=[CH:27][CH:26]=[CH:25][CH:24]=2)=[N:4]1.Cl.CN.[CH2:33]([N:35](CC)CC)C, predict the reaction product. The product is: [ClH:1].[CH3:33][NH:35][C:15](=[O:17])[CH2:14][O:13][C:9]1[CH:10]=[C:11]2[C:6](=[C:7]3[CH2:20][C:19]([CH3:21])([CH3:22])[O:18][C:8]=13)[C:5]([C:23]1[CH:24]=[CH:25][CH:26]=[CH:27][CH:28]=1)=[N:4][C:3]([CH3:2])([CH3:29])[CH2:12]2.